Dataset: Reaction yield outcomes from USPTO patents with 853,638 reactions. Task: Predict the reaction yield, written as a fraction of the theoretical maximum amount of product (1.0 means a 100% yield; for example, 0.34 means a 34% yield). (1) The reactants are Cl[CH2:2][C:3]1[CH:4]=[CH:5][C:6]([O:11][C:12]2[CH:17]=[CH:16][C:15]([F:18])=[C:14]([C:19]([F:22])([F:21])[F:20])[CH:13]=2)=[C:7]([CH:10]=1)[C:8]#[N:9].[CH3:23][O:24][C:25]1[N:30]=[CH:29][C:28]([CH2:31][C:32]2[C:33](=[O:39])[NH:34][C:35](=[S:38])[NH:36][CH:37]=2)=[CH:27][N:26]=1.C([O-])([O-])=O.[K+].[K+]. The catalyst is CN(C=O)C. The product is [F:18][C:15]1[CH:16]=[CH:17][C:12]([O:11][C:6]2[CH:5]=[CH:4][C:3]([CH2:2][S:38][C:35]3[NH:36][CH:37]=[C:32]([CH2:31][C:28]4[CH:29]=[N:30][C:25]([O:24][CH3:23])=[N:26][CH:27]=4)[C:33](=[O:39])[N:34]=3)=[CH:10][C:7]=2[C:8]#[N:9])=[CH:13][C:14]=1[C:19]([F:22])([F:21])[F:20]. The yield is 0.332. (2) The reactants are Cl.C(OC([NH:9][CH2:10][CH2:11][CH2:12][NH:13][C@:14]12[CH2:49][CH2:48][C@@H:47]([C:50]([CH3:52])=[CH2:51])[C@@H:15]1[C@@H:16]1[C@@:29]([CH3:32])([CH2:30][CH2:31]2)[C@@:28]2([CH3:33])[C@@H:19]([C@:20]3([CH3:46])[C@@H:25]([CH2:26][CH2:27]2)[C:24]([CH3:35])([CH3:34])[C:23]([C:36]2[CH:45]=[CH:44][C:39]([C:40]([O:42][CH3:43])=[O:41])=[CH:38][CH:37]=2)=[CH:22][CH2:21]3)[CH2:18][CH2:17]1)=O)(C)(C)C. The catalyst is O1CCOCC1. The product is [NH2:9][CH2:10][CH2:11][CH2:12][NH:13][C@:14]12[CH2:49][CH2:48][C@@H:47]([C:50]([CH3:52])=[CH2:51])[C@@H:15]1[C@@H:16]1[C@@:29]([CH3:32])([CH2:30][CH2:31]2)[C@@:28]2([CH3:33])[C@@H:19]([C@:20]3([CH3:46])[C@@H:25]([CH2:26][CH2:27]2)[C:24]([CH3:35])([CH3:34])[C:23]([C:36]2[CH:37]=[CH:38][C:39]([C:40]([O:42][CH3:43])=[O:41])=[CH:44][CH:45]=2)=[CH:22][CH2:21]3)[CH2:18][CH2:17]1. The yield is 0.760. (3) The reactants are [C:1]([C:3]1[CH:8]=[CH:7][N:6]=[C:5]([NH:9][S:10]([C:13]2[CH:18]=[CH:17][CH:16]=[CH:15][CH:14]=2)(=[O:12])=[O:11])[CH:4]=1)#[N:2].[NH2:19][OH:20]. The catalyst is C(O)C. The product is [C:13]1([S:10]([NH:9][C:5]2[CH:4]=[C:3]([C:1]([NH:19][OH:20])=[NH:2])[CH:8]=[CH:7][N:6]=2)(=[O:11])=[O:12])[CH:14]=[CH:15][CH:16]=[CH:17][CH:18]=1. The yield is 1.00. (4) The reactants are [Cl:1][C:2]1[CH:10]=[CH:9][C:8]2[NH:7][C:6]3[CH2:11][CH2:12][N:13]([CH3:15])[CH2:14][C:5]=3[C:4]=2[CH:3]=1.[OH-].[K+].BrC[CH2:20][C:21]1[CH:26]=[CH:25][CH:24]=[CH:23][N:22]=1. The catalyst is CN1CCCC1=O.O. The product is [Cl:1][C:2]1[CH:10]=[CH:9][C:8]2[N:7]([CH2:20][CH2:21][N:22]3[CH:26]=[CH:25][CH:24]=[CH:23]3)[C:6]3[CH2:11][CH2:12][N:13]([CH3:15])[CH2:14][C:5]=3[C:4]=2[CH:3]=1. The yield is 0.0700. (5) The reactants are [F:1][C:2]1[C:7]([NH2:8])=[CH:6][CH:5]=[C:4]([F:9])[C:3]=1[NH:10][C:11]1[C:16]([C:17]2[N:25]=[CH:24][N:23]=[C:22]3[C:18]=2[N:19]=[CH:20][N:21]3[CH:26]2[CH2:31][CH2:30][CH2:29][CH2:28][O:27]2)=[CH:15][CH:14]=[CH:13][N:12]=1.[F:32][C:33]([F:45])([F:44])[C:34]1[CH:35]=[C:36]([S:40](Cl)(=[O:42])=[O:41])[CH:37]=[CH:38][CH:39]=1.N1C=CC=CC=1. The catalyst is ClCCl. The product is [F:1][C:2]1[C:3]([NH:10][C:11]2[C:16]([C:17]3[N:25]=[CH:24][N:23]=[C:22]4[C:18]=3[N:19]=[CH:20][N:21]4[CH:26]3[CH2:31][CH2:30][CH2:29][CH2:28][O:27]3)=[CH:15][CH:14]=[CH:13][N:12]=2)=[C:4]([F:9])[CH:5]=[CH:6][C:7]=1[NH:8][S:40]([C:36]1[CH:37]=[CH:38][CH:39]=[C:34]([C:33]([F:32])([F:44])[F:45])[CH:35]=1)(=[O:42])=[O:41]. The yield is 0.540. (6) The reactants are [O:1]1[C:5]2[CH:6]=[CH:7][C:8]([CH:10]3[C:18]4[C:13](=[CH:14][CH:15]=[CH:16][CH:17]=4)[N:12]([CH2:19][CH2:20][CH2:21][CH2:22][CH3:23])[C:11]3=[O:24])=[CH:9][C:4]=2[O:3][CH2:2]1.Br[CH2:26][C:27]([O:29][CH3:30])=[O:28].[H-].[Na+]. The catalyst is C1COCC1. The product is [O:1]1[C:5]2[CH:6]=[CH:7][C:8]([C:10]3([CH2:26][C:27]([O:29][CH3:30])=[O:28])[C:18]4[C:13](=[CH:14][CH:15]=[CH:16][CH:17]=4)[N:12]([CH2:19][CH2:20][CH2:21][CH2:22][CH3:23])[C:11]3=[O:24])=[CH:9][C:4]=2[O:3][CH2:2]1. The yield is 0.760. (7) The reactants are Cl[C:2]1[C:11]2[C:6](=[CH:7][C:8]([O:14][CH2:15][CH2:16][CH2:17][N:18]3[CH2:22][CH2:21][CH2:20][CH2:19]3)=[C:9]([O:12][CH3:13])[CH:10]=2)[N:5]=[CH:4][N:3]=1.[OH:23][C:24]1[CH:33]=[C:32]2[C:27]([C:28]([CH3:35])=[CH:29][C:30]([CH3:34])=[N:31]2)=[CH:26][CH:25]=1.C(=O)([O-])[O-].[K+].[K+]. The catalyst is CN(C=O)C. The product is [CH3:34][C:30]1[CH:29]=[C:28]([CH3:35])[C:27]2[C:32](=[CH:33][C:24]([O:23][C:2]3[C:11]4[C:6](=[CH:7][C:8]([O:14][CH2:15][CH2:16][CH2:17][N:18]5[CH2:22][CH2:21][CH2:20][CH2:19]5)=[C:9]([O:12][CH3:13])[CH:10]=4)[N:5]=[CH:4][N:3]=3)=[CH:25][CH:26]=2)[N:31]=1. The yield is 0.350.